Dataset: NCI-60 drug combinations with 297,098 pairs across 59 cell lines. Task: Regression. Given two drug SMILES strings and cell line genomic features, predict the synergy score measuring deviation from expected non-interaction effect. (1) Drug 1: CC1CCC2CC(C(=CC=CC=CC(CC(C(=O)C(C(C(=CC(C(=O)CC(OC(=O)C3CCCCN3C(=O)C(=O)C1(O2)O)C(C)CC4CCC(C(C4)OC)O)C)C)O)OC)C)C)C)OC. Drug 2: CC12CCC3C(C1CCC2O)C(CC4=C3C=CC(=C4)O)CCCCCCCCCS(=O)CCCC(C(F)(F)F)(F)F. Cell line: CAKI-1. Synergy scores: CSS=-0.216, Synergy_ZIP=-2.29, Synergy_Bliss=-4.25, Synergy_Loewe=-0.986, Synergy_HSA=-2.31. (2) Drug 1: C1=NC2=C(N=C(N=C2N1C3C(C(C(O3)CO)O)O)F)N. Drug 2: CS(=O)(=O)CCNCC1=CC=C(O1)C2=CC3=C(C=C2)N=CN=C3NC4=CC(=C(C=C4)OCC5=CC(=CC=C5)F)Cl. Cell line: K-562. Synergy scores: CSS=-5.04, Synergy_ZIP=12.5, Synergy_Bliss=5.85, Synergy_Loewe=-4.84, Synergy_HSA=-3.85. (3) Cell line: MALME-3M. Synergy scores: CSS=-0.538, Synergy_ZIP=-3.05, Synergy_Bliss=-6.40, Synergy_Loewe=-17.2, Synergy_HSA=-6.62. Drug 1: C1CC(=O)NC(=O)C1N2CC3=C(C2=O)C=CC=C3N. Drug 2: B(C(CC(C)C)NC(=O)C(CC1=CC=CC=C1)NC(=O)C2=NC=CN=C2)(O)O. (4) Synergy scores: CSS=0.827, Synergy_ZIP=2.03, Synergy_Bliss=3.60, Synergy_Loewe=1.05, Synergy_HSA=-0.432. Drug 2: CC12CCC3C(C1CCC2O)C(CC4=C3C=CC(=C4)O)CCCCCCCCCS(=O)CCCC(C(F)(F)F)(F)F. Cell line: NCIH23. Drug 1: CCC(=C(C1=CC=CC=C1)C2=CC=C(C=C2)OCCN(C)C)C3=CC=CC=C3.C(C(=O)O)C(CC(=O)O)(C(=O)O)O.